Predict the reactants needed to synthesize the given product. From a dataset of Retrosynthesis with 50K atom-mapped reactions and 10 reaction types from USPTO. (1) The reactants are: COc1ccc(C#N)cc1N.N#Cc1cnc2c(NCC(F)(F)F)cc(Cl)nn12. Given the product COc1ccc(C#N)cc1Nc1cc(NCC(F)(F)F)c2ncc(C#N)n2n1, predict the reactants needed to synthesize it. (2) Given the product CC(C)(C)OC(=O)N1CCN(c2cccc(N)c2[N+](=O)[O-])CC1, predict the reactants needed to synthesize it. The reactants are: CC(C)(C)OC(=O)N1CCNCC1.Nc1cccc(Cl)c1[N+](=O)[O-]. (3) Given the product Cc1cccc(NC(=O)NCC(=O)N(c2ccccc2)C(C(=O)OC(C)(C)C)c2ccccc2Cl)c1, predict the reactants needed to synthesize it. The reactants are: CC(C)(C)OC(=O)C(Nc1ccccc1)c1ccccc1Cl.Cc1cccc(NC(=O)NCC(=O)O)c1.